This data is from Peptide-MHC class II binding affinity with 134,281 pairs from IEDB. The task is: Regression. Given a peptide amino acid sequence and an MHC pseudo amino acid sequence, predict their binding affinity value. This is MHC class II binding data. (1) The peptide sequence is KLRFTCLSSTGSSCL. The MHC is HLA-DPA10103-DPB10401 with pseudo-sequence HLA-DPA10103-DPB10401. The binding affinity (normalized) is 0.295. (2) The peptide sequence is MLWHAMPPELNTARL. The MHC is HLA-DQA10501-DQB10301 with pseudo-sequence HLA-DQA10501-DQB10301. The binding affinity (normalized) is 0.572. (3) The peptide sequence is ITYVATATLPNYCRA. The MHC is DRB1_0901 with pseudo-sequence DRB1_0901. The binding affinity (normalized) is 0.557.